This data is from Catalyst prediction with 721,799 reactions and 888 catalyst types from USPTO. The task is: Predict which catalyst facilitates the given reaction. (1) Reactant: [CH2:1]([CH:3]([CH2:25][CH3:26])[CH:4]([NH:15][C:16]1[CH:24]=[CH:23][C:19]([C:20]([OH:22])=O)=[CH:18][CH:17]=1)[C:5]1[S:6][C:7]2[CH:14]=[CH:13][CH:12]=[CH:11][C:8]=2[C:9]=1[CH3:10])[CH3:2].[CH3:27][NH:28][CH2:29][CH2:30][C:31]([O:33][CH2:34][CH3:35])=[O:32].O.ON1C2C=CC=CC=2N=N1.Cl.C(N=C=NCCCN(C)C)C.[Cl-].[NH4+]. Product: [CH2:1]([CH:3]([CH2:25][CH3:26])[CH:4]([NH:15][C:16]1[CH:17]=[CH:18][C:19]([C:20]([N:28]([CH3:27])[CH2:29][CH2:30][C:31]([O:33][CH2:34][CH3:35])=[O:32])=[O:22])=[CH:23][CH:24]=1)[C:5]1[S:6][C:7]2[CH:14]=[CH:13][CH:12]=[CH:11][C:8]=2[C:9]=1[CH3:10])[CH3:2]. The catalyst class is: 289. (2) Reactant: [Si:1]([O:8][C@H:9]1[CH2:14][CH2:13][C@@:12]([C@H:16]2[CH2:24][CH2:23][C@@:22]3([CH3:25])[C@@H:18]([CH2:19][CH2:20][C@:21]3([CH3:27])O)[C@@H:17]2[CH2:28][O:29][Si:30]([C:43]([CH3:46])([CH3:45])[CH3:44])([C:37]2[CH:42]=[CH:41][CH:40]=[CH:39][CH:38]=2)[C:31]2[CH:36]=[CH:35][CH:34]=[CH:33][CH:32]=2)([CH3:15])[C@@H:11]([CH2:47][O:48][Si:49]([C:52]([CH3:55])([CH3:54])[CH3:53])([CH3:51])[CH3:50])[CH2:10]1)([C:4]([CH3:7])([CH3:6])[CH3:5])([CH3:3])[CH3:2].C(Cl)Cl.O=P(Cl)(Cl)Cl.C([O-])(O)=O.[Na+]. Product: [C:43]([Si:30]([O:29][CH2:28][C@H:17]1[C@H:18]2[C@@:22]([CH3:25])([C:21]([CH3:27])=[CH:20][CH2:19]2)[CH2:23][CH2:24][C@@H:16]1[C@@:12]1([CH3:15])[CH2:13][CH2:14][C@H:9]([O:8][Si:1]([C:4]([CH3:6])([CH3:5])[CH3:7])([CH3:3])[CH3:2])[CH2:10][C@@H:11]1[CH2:47][O:48][Si:49]([C:52]([CH3:55])([CH3:54])[CH3:53])([CH3:51])[CH3:50])([C:31]1[CH:36]=[CH:35][CH:34]=[CH:33][CH:32]=1)[C:37]1[CH:38]=[CH:39][CH:40]=[CH:41][CH:42]=1)([CH3:46])([CH3:45])[CH3:44]. The catalyst class is: 436. (3) Reactant: [Si:1]([O:8][CH:9]1[CH2:14][CH2:13][N:12]([C:15]2[CH:20]=[CH:19][N:18]=[CH:17][C:16]=2[N+:21]([O-])=O)[CH2:11][CH:10]1[NH:24][C:25](=[O:31])[O:26][C:27]([CH3:30])([CH3:29])[CH3:28])([C:4]([CH3:7])([CH3:6])[CH3:5])([CH3:3])[CH3:2]. Product: [NH2:21][C:16]1[CH:17]=[N:18][CH:19]=[CH:20][C:15]=1[N:12]1[CH2:13][CH2:14][CH:9]([O:8][Si:1]([C:4]([CH3:7])([CH3:6])[CH3:5])([CH3:3])[CH3:2])[CH:10]([NH:24][C:25](=[O:31])[O:26][C:27]([CH3:30])([CH3:29])[CH3:28])[CH2:11]1. The catalyst class is: 162.